The task is: Regression. Given a peptide amino acid sequence and an MHC pseudo amino acid sequence, predict their binding affinity value. This is MHC class I binding data.. This data is from Peptide-MHC class I binding affinity with 185,985 pairs from IEDB/IMGT. The peptide sequence is CELSSHGDL. The MHC is HLA-B14:02 with pseudo-sequence HLA-B14:02. The binding affinity (normalized) is 0.213.